This data is from Reaction yield outcomes from USPTO patents with 853,638 reactions. The task is: Predict the reaction yield, written as a fraction of the theoretical maximum amount of product (1.0 means a 100% yield; for example, 0.34 means a 34% yield). (1) The reactants are Cl.[NH2:2][CH2:3][C:4]1[CH:5]=[C:6]2[C:10](=[CH:11][CH:12]=1)[C:9](=[O:13])[N:8]([CH:14]1[CH2:19][CH2:18][C:17](=[O:20])[NH:16][C:15]1=[O:21])[C:7]2=[O:22].[O:23]1[CH:27]=[CH:26][CH:25]=[C:24]1[C:28](Cl)=[O:29].CCN(C(C)C)C(C)C. The catalyst is C(Cl)Cl. The product is [O:21]=[C:15]1[CH:14]([N:8]2[C:7](=[O:22])[C:6]3[C:10](=[CH:11][CH:12]=[C:4]([CH2:3][NH:2][C:28]([C:24]4[O:23][CH:27]=[CH:26][CH:25]=4)=[O:29])[CH:5]=3)[C:9]2=[O:13])[CH2:19][CH2:18][C:17](=[O:20])[NH:16]1. The yield is 0.750. (2) The reactants are [C:1]([C@H:3]1[CH2:7][N:6](C(OC(C)(C)C)=O)[C@H:5]([C:15](=[O:31])[NH:16][C:17]2[CH:22]=[CH:21][C:20]([O:23][C:24]3[CH:29]=[CH:28][C:27]([F:30])=[CH:26][CH:25]=3)=[CH:19][CH:18]=2)[CH2:4]1)#[N:2]. The catalyst is Cl. The product is [C:1]([C@H:3]1[CH2:7][NH:6][C@H:5]([C:15]([NH:16][C:17]2[CH:18]=[CH:19][C:20]([O:23][C:24]3[CH:25]=[CH:26][C:27]([F:30])=[CH:28][CH:29]=3)=[CH:21][CH:22]=2)=[O:31])[CH2:4]1)#[N:2]. The yield is 0.650.